From a dataset of Catalyst prediction with 721,799 reactions and 888 catalyst types from USPTO. Predict which catalyst facilitates the given reaction. (1) Reactant: C[O:2][C:3]([C:5]1[N:6]([CH2:33][C:34]([O:36]C(C)(C)C)=[O:35])[C:7]([C:16]2[CH:17]=[C:18]3[C:23](=[CH:24][CH:25]=2)[N:22]=[C:21]([C:26]2[S:30][C:29]([CH3:31])=[N:28][C:27]=2[CH3:32])[CH:20]=[CH:19]3)=[C:8]([CH:10]2[CH2:15][CH2:14][CH2:13][CH2:12][CH2:11]2)[CH:9]=1)=[O:4].[OH-].[Na+]. Product: [C:34]([CH2:33][N:6]1[C:7]([C:16]2[CH:17]=[C:18]3[C:23](=[CH:24][CH:25]=2)[N:22]=[C:21]([C:26]2[S:30][C:29]([CH3:31])=[N:28][C:27]=2[CH3:32])[CH:20]=[CH:19]3)=[C:8]([CH:10]2[CH2:11][CH2:12][CH2:13][CH2:14][CH2:15]2)[CH:9]=[C:5]1[C:3]([OH:4])=[O:2])([OH:36])=[O:35]. The catalyst class is: 169. (2) Reactant: [Cl:1][C:2]1[CH:3]=[C:4]([CH:9]=[CH:10][C:11]=1[O:12][CH:13]([CH3:15])[CH3:14])[C:5]([O:7]C)=[O:6].[OH-].[Na+]. Product: [Cl:1][C:2]1[CH:3]=[C:4]([CH:9]=[CH:10][C:11]=1[O:12][CH:13]([CH3:15])[CH3:14])[C:5]([OH:7])=[O:6]. The catalyst class is: 5. (3) Reactant: [Br:1][C:2]1[CH:7]=[CH:6][C:5]([CH2:8]Br)=[CH:4][CH:3]=1.[N:10]1([C:16]([O:18][C:19]([CH3:22])([CH3:21])[CH3:20])=[O:17])[CH2:15][CH2:14][NH:13][CH2:12][CH2:11]1.C([O-])([O-])=O.[K+].[K+]. The catalyst class is: 3. Product: [Br:1][C:2]1[CH:7]=[CH:6][C:5]([CH2:8][N:13]2[CH2:12][CH2:11][N:10]([C:16]([O:18][C:19]([CH3:22])([CH3:21])[CH3:20])=[O:17])[CH2:15][CH2:14]2)=[CH:4][CH:3]=1. (4) Reactant: [CH3:1][O:2][C:3]([C:5]1[CH:24]=[CH:23][CH:22]=[CH:21][C:6]=1[O:7][CH2:8][CH2:9][C:10]1[CH:20]=[CH:19][C:13]([O:14][CH2:15][C:16]([OH:18])=O)=[CH:12][CH:11]=1)=[O:4].[CH2:25]([NH:32][CH2:33][CH3:34])[C:26]1[CH:31]=[CH:30][CH:29]=[CH:28][CH:27]=1.F[B-](F)(F)F.N1(OC(N(C)C)=[N+](C)C)C2C=CC=CC=2N=N1.C(N(C(C)C)C(C)C)C. Product: [CH2:25]([N:32]([CH2:33][CH3:34])[C:16](=[O:18])[CH2:15][O:14][C:13]1[CH:12]=[CH:11][C:10]([CH2:9][CH2:8][O:7][C:6]2[CH:21]=[CH:22][CH:23]=[CH:24][C:5]=2[C:3]([O:2][CH3:1])=[O:4])=[CH:20][CH:19]=1)[C:26]1[CH:31]=[CH:30][CH:29]=[CH:28][CH:27]=1. The catalyst class is: 31. (5) Reactant: C[O:2][C:3]([C:5]1[S:6][C:7](I)=[CH:8][C:9]=1[N:10]([C@H:20]1[CH2:25][CH2:24][C@H:23]([OH:26])[CH2:22][CH2:21]1)[C:11]([C@H:13]1[CH2:18][CH2:17][C@H:16]([CH3:19])[CH2:15][CH2:14]1)=[O:12])=[O:4].[C:28]([Si](C)(C)C)#C.C1[CH:50]=[CH:51][C:46](/[CH:45]=C/C(/C=[CH:45]/[C:46]2[CH:51]=[CH:50]C=C[CH:47]=2)=O)=[CH:47]C=1.C1[CH:50]=[CH:51][C:46](/[CH:45]=C/C(/C=[CH:45]/[C:46]2[CH:47]=CC=[CH:50][CH:51]=2)=O)=[CH:47]C=1.C1[CH:50]=[CH:51][C:46](/[CH:45]=C/C(/C=[CH:45]/[C:46]2[CH:47]=CC=[CH:50][CH:51]=2)=O)=[CH:47]C=1.[Pd].[Pd]. Product: [CH3:45][C:46]([CH3:28])([CH3:47])[C:51]#[C:50][C:7]1[S:6][C:5]([C:3]([OH:2])=[O:4])=[C:9]([N:10]([C@H:20]2[CH2:25][CH2:24][C@H:23]([OH:26])[CH2:22][CH2:21]2)[C:11]([C@H:13]2[CH2:18][CH2:17][C@H:16]([CH3:19])[CH2:15][CH2:14]2)=[O:12])[CH:8]=1. The catalyst class is: 338. (6) The catalyst class is: 9. Product: [Cl:1][C:2]1[CH:7]=[C:6]([C:8]([NH2:16])=[O:9])[CH:5]=[C:4]([CH3:11])[N:3]=1. Reactant: [Cl:1][C:2]1[CH:7]=[C:6]([C:8](O)=[O:9])[CH:5]=[C:4]([CH3:11])[N:3]=1.[Cl-].[NH4+].C([N:16](CC)CC)C.Cl.CN(C)CCCN=C=NCC.ON1C2C=CC=CC=2N=N1. (7) Reactant: [I:1][C:2]1[CH:3]=[CH:4][C:5]([NH2:8])=[N:6][CH:7]=1.[CH3:9][C:10]1([CH3:17])[CH2:14][C:13](=O)[O:12][C:11]1=[O:16]. Product: [I:1][C:2]1[CH:3]=[CH:4][C:5]([N:8]2[C:13](=[O:12])[CH2:14][C:10]([CH3:17])([CH3:9])[C:11]2=[O:16])=[N:6][CH:7]=1. The catalyst class is: 3. (8) Reactant: [Cl:1][C:2]1[CH:7]=[CH:6][C:5]([C:8]([F:11])([F:10])[F:9])=[CH:4][C:3]=1[C:12]#[C:13][Si](C)(C)C.CO.C(=O)([O-])[O-].[K+].[K+]. Product: [Cl:1][C:2]1[CH:7]=[CH:6][C:5]([C:8]([F:9])([F:10])[F:11])=[CH:4][C:3]=1[C:12]#[CH:13]. The catalyst class is: 6. (9) Reactant: [CH3:1][O:2][C:3](=[O:12])[C:4]1[CH:9]=[CH:8][C:7]([CH3:10])=[C:6]([F:11])[CH:5]=1.CC(N=NC(C#N)(C)C)(C#N)C.[Br:25]N1C(=O)CCC1=O. Product: [CH3:1][O:2][C:3](=[O:12])[C:4]1[CH:9]=[CH:8][C:7]([CH2:10][Br:25])=[C:6]([F:11])[CH:5]=1. The catalyst class is: 53. (10) Reactant: [F:1][C:2]([F:24])([F:23])[C:3]1[CH:4]=[C:5]([C:13]2[N:17]=[CH:16][N:15](/[CH:18]=[CH:19]\[C:20](O)=[O:21])[N:14]=2)[CH:6]=[C:7]([C:9]([F:12])([F:11])[F:10])[CH:8]=1.Cl.[CH3:26][O:27][C:28]([CH:30]1[CH2:33][NH:32][CH2:31]1)=[O:29].C(P1(=O)OP(CCC)(=O)OP(CCC)(=O)O1)CC.CCN(C(C)C)C(C)C. Product: [F:24][C:2]([F:1])([F:23])[C:3]1[CH:4]=[C:5]([C:13]2[N:17]=[CH:16][N:15](/[CH:18]=[CH:19]\[C:20]([N:32]3[CH2:33][CH:30]([C:28]([O:27][CH3:26])=[O:29])[CH2:31]3)=[O:21])[N:14]=2)[CH:6]=[C:7]([C:9]([F:10])([F:11])[F:12])[CH:8]=1. The catalyst class is: 2.